The task is: Predict the reactants needed to synthesize the given product.. This data is from Full USPTO retrosynthesis dataset with 1.9M reactions from patents (1976-2016). (1) Given the product [CH3:24][C:22]1[CH:23]=[C:18]([N:26]2[CH2:30][CH2:29][CH2:28][C:27]2=[O:31])[CH:19]=[C:20]([CH3:25])[CH:21]=1, predict the reactants needed to synthesize it. The reactants are: [O-]P([O-])([O-])=O.[K+].[K+].[K+].[C@@H]1(N)CCCC[C@H]1N.I[C:18]1[CH:19]=[C:20]([CH3:25])[CH:21]=[C:22]([CH3:24])[CH:23]=1.[NH:26]1[CH2:30][CH2:29][CH2:28][C:27]1=[O:31].CCCCCCCCCCCC. (2) Given the product [Br:12][C:13]1[CH:14]=[C:15]([CH:19]=[CH:20][CH:21]=1)[C:16]([NH:9][CH2:8][CH2:7][CH2:6][N:1]1[CH2:5][CH2:4][CH2:3][CH2:2]1)=[O:17], predict the reactants needed to synthesize it. The reactants are: [N:1]1([CH2:6][CH2:7][CH2:8][NH2:9])[CH2:5][CH2:4][CH2:3][CH2:2]1.[OH-].[Na+].[Br:12][C:13]1[CH:14]=[C:15]([CH:19]=[CH:20][CH:21]=1)[C:16](Cl)=[O:17]. (3) Given the product [NH:14]1[CH2:13][CH2:12][CH:11]([NH:10][C:2]2[NH:1][C:5]3[CH:6]=[CH:7][CH:8]=[CH:9][C:4]=3[N:3]=2)[CH2:16][CH2:15]1, predict the reactants needed to synthesize it. The reactants are: [NH:1]1[C:5]2[CH:6]=[CH:7][CH:8]=[CH:9][C:4]=2[N:3]=[C:2]1[NH:10][CH:11]1[CH2:16][CH2:15][N:14](C(OCC)=O)[CH2:13][CH2:12]1. (4) Given the product [NH2:15][C:10]1[O:11][CH2:12][C@H:13]([F:14])[C@:8]([C:6]2[CH:7]=[C:2]([NH:1][C:25]([C:21]3[CH:22]=[C:23]([CH3:24])[N:19]([CH3:18])[N:20]=3)=[O:26])[CH:3]=[CH:4][C:5]=2[F:17])([CH3:16])[N:9]=1, predict the reactants needed to synthesize it. The reactants are: [NH2:1][C:2]1[CH:3]=[CH:4][C:5]([F:17])=[C:6]([C@:8]2([CH3:16])[C@@H:13]([F:14])[CH2:12][O:11][C:10]([NH2:15])=[N:9]2)[CH:7]=1.[CH3:18][N:19]1[C:23]([CH3:24])=[CH:22][C:21]([C:25](O)=[O:26])=[N:20]1. (5) Given the product [F:24][C:2]([F:1])([F:25])[C@H:3]1[CH2:4][CH2:5][C@H:6]([NH:9][C:10](=[O:23])[C:11]2[CH:16]=[C:15]([NH2:17])[C:14]([NH:20][CH3:21])=[CH:13][C:12]=2[F:22])[CH2:7][CH2:8]1, predict the reactants needed to synthesize it. The reactants are: [F:1][C:2]([F:25])([F:24])[C@H:3]1[CH2:8][CH2:7][C@H:6]([NH:9][C:10](=[O:23])[C:11]2[CH:16]=[C:15]([N+:17]([O-])=O)[C:14]([NH:20][CH3:21])=[CH:13][C:12]=2[F:22])[CH2:5][CH2:4]1. (6) Given the product [CH3:23][S:24]([C:27]1[CH:34]=[CH:33][C:30]([CH2:31][O:1][C:2]2[CH:7]=[CH:6][C:5]([C:8]3[O:9][C:10]([CH3:22])=[C:11]([CH2:13][CH2:14][N:16]4[CH2:20][CH2:19][CH2:18][C@H:17]4[CH3:21])[N:12]=3)=[CH:4][CH:3]=2)=[CH:29][CH:28]=1)(=[O:25])=[O:26], predict the reactants needed to synthesize it. The reactants are: [OH:1][C:2]1[CH:7]=[CH:6][C:5]([C:8]2[O:9][C:10]([CH3:22])=[C:11]([CH2:13][C:14]([N:16]3[CH2:20][CH2:19][CH2:18][C@H:17]3[CH3:21])=O)[N:12]=2)=[CH:4][CH:3]=1.[CH3:23][S:24]([C:27]1[CH:34]=[CH:33][C:30]([CH2:31]Cl)=[CH:29][CH:28]=1)(=[O:26])=[O:25].C([O-])([O-])=O.[Cs+].[Cs+].[I-].[K+]. (7) Given the product [F:45][C:46]1[CH:47]=[CH:48][C:49]([C:52]([N:54]2[CH2:59][CH2:58][N:57]3[N:60]=[C:61]([O:44][CH2:43][C:41]4[CH:40]=[CH:39][N:38]=[C:37]([CH3:36])[CH:42]=4)[CH:62]=[C:56]3[CH2:55]2)=[O:53])=[CH:50][CH:51]=1, predict the reactants needed to synthesize it. The reactants are: N(C(OC(C)(C)C)=O)=NC(OC(C)(C)C)=O.C1(P(C2C=CC=CC=2)C2C=CC=CC=2)C=CC=CC=1.[CH3:36][C:37]1[CH:42]=[C:41]([CH2:43][OH:44])[CH:40]=[CH:39][N:38]=1.[F:45][C:46]1[CH:51]=[CH:50][C:49]([C:52]([N:54]2[CH2:59][CH2:58][N:57]3[N:60]=[C:61](O)[CH:62]=[C:56]3[CH2:55]2)=[O:53])=[CH:48][CH:47]=1.